Dataset: Forward reaction prediction with 1.9M reactions from USPTO patents (1976-2016). Task: Predict the product of the given reaction. Given the reactants S(Cl)(Cl)=O.[F:5][C:6]1[CH:14]=[CH:13][C:9]([C:10]([OH:12])=[O:11])=[C:8]([N+:15]([O-:17])=[O:16])[CH:7]=1.[CH3:18]O, predict the reaction product. The product is: [F:5][C:6]1[CH:14]=[CH:13][C:9]([C:10]([O:12][CH3:18])=[O:11])=[C:8]([N+:15]([O-:17])=[O:16])[CH:7]=1.